This data is from Full USPTO retrosynthesis dataset with 1.9M reactions from patents (1976-2016). The task is: Predict the reactants needed to synthesize the given product. Given the product [N:29]1[CH:30]=[CH:31][CH:32]=[C:27]([CH:26]=[CH:25][C:2]2[C:3]([CH:15]=[O:16])=[N:4][N:5]([CH2:7][O:8][CH2:9][CH2:10][Si:11]([CH3:14])([CH3:13])[CH3:12])[CH:6]=2)[CH:28]=1, predict the reactants needed to synthesize it. The reactants are: Br[C:2]1[C:3]([CH:15]=[O:16])=[N:4][N:5]([CH2:7][O:8][CH2:9][CH2:10][Si:11]([CH3:14])([CH3:13])[CH3:12])[CH:6]=1.CC1(C)C(C)(C)OB([CH:25]=[CH:26][C:27]2[CH:28]=[N:29][CH:30]=[CH:31][CH:32]=2)O1.C(=O)([O-])[O-].[Na+].[Na+].